Predict the product of the given reaction. From a dataset of Forward reaction prediction with 1.9M reactions from USPTO patents (1976-2016). (1) The product is: [Br:1][C:2]1[CH:7]=[CH:6][N:5]2[C:8]([C:11]([O:13][CH3:14])=[O:12])=[CH:9][N:10]=[C:4]2[CH:3]=1. Given the reactants [Br:1][C:2]1[CH:7]=[CH:6][N:5]2[C:8]([C:11]([OH:13])=[O:12])=[CH:9][N:10]=[C:4]2[CH:3]=1.[C:14](Cl)(=O)C(Cl)=O, predict the reaction product. (2) Given the reactants Cl[C:2]1[C:11]2[C:6](=[CH:7][CH:8]=[CH:9][CH:10]=2)[N:5]=[CH:4][CH:3]=1.[CH2:12]([NH2:19])[C:13]1[CH:18]=[CH:17][CH:16]=[CH:15][CH:14]=1.[CH2:20](Br)[C:21]1[CH:26]=[CH:25][CH:24]=[CH:23][CH:22]=1, predict the reaction product. The product is: [CH2:12]([N:19]=[C:2]1[C:11]2[C:6](=[CH:7][CH:8]=[CH:9][CH:10]=2)[N:5]([CH2:20][C:21]2[CH:26]=[CH:25][CH:24]=[CH:23][CH:22]=2)[CH:4]=[CH:3]1)[C:13]1[CH:18]=[CH:17][CH:16]=[CH:15][CH:14]=1. (3) Given the reactants [F:1][C:2]1[N:3]([S:15]([C:18]2[CH:23]=[CH:22][CH:21]=[CH:20][CH:19]=2)(=[O:17])=[O:16])[C:4]([C:9]2[CH:14]=[CH:13][CH:12]=[CH:11][CH:10]=2)=[CH:5][C:6]=1[CH:7]=O.CO.[CH3:26][NH2:27].[BH4-].[Na+].[ClH:30].C(=O)([O-])O.[Na+], predict the reaction product. The product is: [ClH:30].[F:1][C:2]1[N:3]([S:15]([C:18]2[CH:23]=[CH:22][CH:21]=[CH:20][CH:19]=2)(=[O:17])=[O:16])[C:4]([C:9]2[CH:14]=[CH:13][CH:12]=[CH:11][CH:10]=2)=[CH:5][C:6]=1[CH2:7][NH:27][CH3:26]. (4) Given the reactants [CH2:1]([O:5][C:6](=[O:28])[NH:7][CH:8]1[CH2:13][CH2:12][N:11]([C:14](=[O:27])[CH2:15][NH:16]C(OCC2C=CC=CC=2)=O)[CH2:10][CH2:9]1)[CH2:2][CH2:3][CH3:4], predict the reaction product. The product is: [CH2:1]([O:5][C:6](=[O:28])[NH:7][CH:8]1[CH2:9][CH2:10][N:11]([C:14](=[O:27])[CH2:15][NH2:16])[CH2:12][CH2:13]1)[CH2:2][CH2:3][CH3:4]. (5) Given the reactants C(OC([N:8]1[CH2:13][CH2:12][CH:11]([NH:14][C:15]2[N:20]=[CH:19][C:18]([C:21]3[CH:22]=[N:23][CH:24]=[CH:25][CH:26]=3)=[CH:17][N:16]=2)[CH2:10][CH2:9]1)=O)(C)(C)C.[ClH:27], predict the reaction product. The product is: [ClH:27].[ClH:27].[NH:8]1[CH2:9][CH2:10][CH:11]([NH:14][C:15]2[N:20]=[CH:19][C:18]([C:21]3[CH:22]=[N:23][CH:24]=[CH:25][CH:26]=3)=[CH:17][N:16]=2)[CH2:12][CH2:13]1.